Dataset: Forward reaction prediction with 1.9M reactions from USPTO patents (1976-2016). Task: Predict the product of the given reaction. Given the reactants O[CH2:2][C:3]1[CH:8]=[CH:7][C:6]([C:9]2[CH:10]=[CH:11][C:12]([O:15][CH2:16][CH3:17])=[N:13][CH:14]=2)=[CH:5][CH:4]=1.CS(C)=O.N1C(Cl)=NC(Cl)=NC=1[Cl:24], predict the reaction product. The product is: [Cl:24][CH2:2][C:3]1[CH:8]=[CH:7][C:6]([C:9]2[CH:10]=[CH:11][C:12]([O:15][CH2:16][CH3:17])=[N:13][CH:14]=2)=[CH:5][CH:4]=1.